This data is from Catalyst prediction with 721,799 reactions and 888 catalyst types from USPTO. The task is: Predict which catalyst facilitates the given reaction. (1) Reactant: [Br:1][C:2]1[CH:10]=[C:9]([F:11])[CH:8]=[C:7]2[C:3]=1[CH:4]=[N:5][NH:6]2.[CH2:12]([O:19][C:20]1[CH:25]=[CH:24][C:23](B(O)O)=[CH:22][C:21]=1[F:29])[C:13]1[CH:18]=[CH:17][CH:16]=[CH:15][CH:14]=1.N1C=CC=CC=1. Product: [Br:1][C:2]1[CH:10]=[C:9]([F:11])[CH:8]=[C:7]2[C:3]=1[CH:4]=[N:5][N:6]2[C:23]1[CH:24]=[CH:25][C:20]([O:19][CH2:12][C:13]2[CH:14]=[CH:15][CH:16]=[CH:17][CH:18]=2)=[C:21]([F:29])[CH:22]=1. The catalyst class is: 221. (2) Reactant: FC(F)(F)C(O)=O.[S:8]1[C:12]2[CH:13]=[CH:14][CH:15]=[CH:16][C:11]=2[N:10]=[C:9]1[S:17]([N:20]1[CH2:25][CH2:24][NH:23][CH2:22][C:21]1=[O:26])(=[O:19])=[O:18].[N:27]1([CH2:36][C:37](O)=[O:38])[CH:35]=[C:33]([CH3:34])[C:31](=[O:32])[NH:30][C:28]1=[O:29].C1CN([P+](ON2N=NC3C=CC=CC2=3)(N2CCCC2)N2CCCC2)CC1.F[P-](F)(F)(F)(F)F.C(N(C(C)C)CC)(C)C. Product: [S:8]1[C:12]2[CH:13]=[CH:14][CH:15]=[CH:16][C:11]=2[N:10]=[C:9]1[S:17]([N:20]1[CH2:25][CH2:24][N:23]([C:37](=[O:38])[CH2:36][N:27]2[CH:35]=[C:33]([CH3:34])[C:31](=[O:32])[NH:30][C:28]2=[O:29])[CH2:22][C:21]1=[O:26])(=[O:19])=[O:18]. The catalyst class is: 3. (3) Reactant: [Si:1]([O:18][CH:19]1[CH2:22][N:21]([C:23]2[S:24][CH:25]=[C:26]([C:28](OCC)=[O:29])[N:27]=2)[CH2:20]1)([C:14]([CH3:17])([CH3:16])[CH3:15])([C:8]1[CH:13]=[CH:12][CH:11]=[CH:10][CH:9]=1)[C:2]1[CH:7]=[CH:6][CH:5]=[CH:4][CH:3]=1.[Si:33]([O:50][CH2:51][CH2:52][NH2:53])([C:46]([CH3:49])([CH3:48])[CH3:47])([C:40]1[CH:45]=[CH:44][CH:43]=[CH:42][CH:41]=1)[C:34]1[CH:39]=[CH:38][CH:37]=[CH:36][CH:35]=1.C[Al](C)C.C(O)(=O)C.C(OCC)(=O)C. Product: [Si:1]([O:18][CH:19]1[CH2:22][N:21]([C:23]2[S:24][CH:25]=[C:26]([C:28](=[O:29])[NH:53][CH2:52][CH2:51][O:50][Si:33]([C:46]([CH3:49])([CH3:48])[CH3:47])([C:40]3[CH:41]=[CH:42][CH:43]=[CH:44][CH:45]=3)[C:34]3[CH:39]=[CH:38][CH:37]=[CH:36][CH:35]=3)[N:27]=2)[CH2:20]1)([C:14]([CH3:15])([CH3:17])[CH3:16])([C:8]1[CH:13]=[CH:12][CH:11]=[CH:10][CH:9]=1)[C:2]1[CH:7]=[CH:6][CH:5]=[CH:4][CH:3]=1. The catalyst class is: 48. (4) Reactant: [NH:1]1[C:9]2[C:4](=[CH:5][CH:6]=[CH:7][CH:8]=2)[CH2:3][C:2]1=[O:10].C([Li])CCC.CN(C)CCN(C)C.I[CH2:25][CH2:26][CH2:27][CH2:28][CH2:29]I.[Cl-].[NH4+]. Product: [NH:1]1[C:9]2[C:4](=[CH:5][CH:6]=[CH:7][CH:8]=2)[C:3]2([CH2:29][CH2:28][CH2:27][CH2:26][CH2:25]2)[C:2]1=[O:10]. The catalyst class is: 765. (5) Reactant: [Cl:1][C:2]1[CH:25]=[CH:24][C:5]([CH2:6][NH:7][C:8]([C:10]2[CH:11]=[N:12][C:13]3[C:18]([C:19]=2[OH:20])=[CH:17][C:16]([CH2:21][OH:22])=[CH:15][C:14]=3[I:23])=[O:9])=[CH:4][CH:3]=1.[C:26]([O-])([O-])=O.[K+].[K+].CI.CO.C(Cl)Cl. Product: [Cl:1][C:2]1[CH:3]=[CH:4][C:5]([CH2:6][NH:7][C:8]([C:10]2[C:19](=[O:20])[C:18]3[C:13](=[C:14]([I:23])[CH:15]=[C:16]([CH2:21][OH:22])[CH:17]=3)[N:12]([CH3:26])[CH:11]=2)=[O:9])=[CH:24][CH:25]=1. The catalyst class is: 3. (6) The catalyst class is: 65. Reactant: [CH3:1][C:2]12O[C:8]([CH3:12])([CH:9]=[CH:10]1)[CH:7]1[CH:3]2[C:4](=[O:14])[O:5][C:6]1=[O:13]. Product: [CH3:12][C:8]1[CH:9]=[CH:10][C:2]([CH3:1])=[C:3]2[C:7]=1[C:6](=[O:13])[O:5][C:4]2=[O:14]. (7) Reactant: C([O:8][C:9]1[CH:10]=[C:11]([C:15]2[CH:20]=[CH:19][C:18]([OH:21])=[C:17]([CH:22]=[CH:23][CH2:24][CH2:25][O:26]CC3C=CC=CC=3)[CH:16]=2)[CH:12]=[CH:13][CH:14]=1)C1C=CC=CC=1. Product: [OH:26][CH2:25][CH2:24][CH2:23][CH2:22][C:17]1[CH:16]=[C:15]([C:11]2[CH:12]=[CH:13][CH:14]=[C:9]([OH:8])[CH:10]=2)[CH:20]=[CH:19][C:18]=1[OH:21]. The catalyst class is: 123. (8) Reactant: [CH3:1][O:2][C:3]([C:5]1[CH:6]=[C:7](B(O)O)[CH:8]=[N:9][CH:10]=1)=[O:4].C(=O)([O-])[O-].[K+].[K+].Br[CH2:21][C:22]1[N:23]=[C:24]([C:27]2[CH:32]=[CH:31][CH:30]=[CH:29][CH:28]=2)[S:25][CH:26]=1.C1COCC1. Product: [C:27]1([C:24]2[S:25][CH:26]=[C:22]([CH2:21][C:7]3[CH:8]=[N:9][CH:10]=[C:5]([CH:6]=3)[C:3]([O:2][CH3:1])=[O:4])[N:23]=2)[CH:28]=[CH:29][CH:30]=[CH:31][CH:32]=1. The catalyst class is: 161. (9) Reactant: [C:1](O)([C:3]([F:6])([F:5])[F:4])=[O:2].[NH2:8][C:9]1[CH:10]=[C:11]([CH:28]=[CH:29][CH:30]=1)[CH2:12][C:13]1[C:18](=O)[CH:17]=[CH:16][N:15]([C:20]2[CH:21]=[C:22]([CH:25]=[CH:26][CH:27]=2)[C:23]#[N:24])[N:14]=1.COC1C=CC(P2(SP(C3C=CC(OC)=CC=3)(=S)S2)=[S:40])=CC=1. Product: [C:23]([C:22]1[CH:21]=[C:20]([N:15]2[CH:16]=[CH:17][C:18](=[S:40])[C:13]([CH2:12][C:11]3[CH:10]=[C:9]([NH:8][C:1](=[O:2])[C:3]([F:6])([F:5])[F:4])[CH:30]=[CH:29][CH:28]=3)=[N:14]2)[CH:27]=[CH:26][CH:25]=1)#[N:24]. The catalyst class is: 12.